Dataset: Reaction yield outcomes from USPTO patents with 853,638 reactions. Task: Predict the reaction yield, written as a fraction of the theoretical maximum amount of product (1.0 means a 100% yield; for example, 0.34 means a 34% yield). (1) The reactants are [CH3:1][C:2]1[CH:24]=[CH:23][CH:22]=[C:21]([CH3:25])[C:3]=1[CH2:4][NH:5][C:6]1[C:14]2[N:13]=[C:12]([CH3:15])[N:11]([O:16][CH3:17])[C:10]=2[CH:9]=[C:8]([C:18]([OH:20])=O)[CH:7]=1.F[B-](F)(F)F.N1(O[C:41](N(C)C)=[N+:42](C)[CH3:43])C2C=CC=CC=2N=N1.CNC. The catalyst is ClCCl.CN(C)C=O. The product is [CH3:41][N:42]([CH3:43])[C:18]([C:8]1[CH:7]=[C:6]([NH:5][CH2:4][C:3]2[C:21]([CH3:25])=[CH:22][CH:23]=[CH:24][C:2]=2[CH3:1])[C:14]2[N:13]=[C:12]([CH3:15])[N:11]([O:16][CH3:17])[C:10]=2[CH:9]=1)=[O:20]. The yield is 0.800. (2) The reactants are [H-].[Na+].[Cl:3][C:4]1[CH:9]=[CH:8][C:7]([CH:10]([NH:14][C:15](=[O:21])[O:16][C:17]([CH3:20])([CH3:19])[CH3:18])[CH2:11][CH2:12][OH:13])=[CH:6][CH:5]=1.[CH3:22]I. The catalyst is C1COCC1. The product is [Cl:3][C:4]1[CH:9]=[CH:8][C:7]([CH:10]([NH:14][C:15](=[O:21])[O:16][C:17]([CH3:18])([CH3:20])[CH3:19])[CH2:11][CH2:12][O:13][CH3:22])=[CH:6][CH:5]=1. The yield is 0.381. (3) The yield is 0.480. The product is [Br:1][CH2:2][CH2:3][CH2:4][CH2:5][C:6]([O:16][CH:12]([CH:11]=[CH2:10])[CH2:13][CH2:14][CH:15]=[CH2:17])=[O:7]. The catalyst is C(Cl)Cl. The reactants are [Br:1][CH2:2][CH2:3][CH2:4][CH2:5][C:6](Cl)=[O:7].C=[CH:10][CH2:11][CH:12]([OH:16])[CH2:13][CH:14]=[CH2:15].[CH2:17](N(CC)CC)C. (4) The catalyst is CO.[Pd]. The reactants are [C:1]([O:5][C:6]([N:8]1[CH2:13][CH:12]=[C:11]([C:14]2[C:19]([CH:20]3[CH2:23][NH:22][CH2:21]3)=[N:18][CH:17]=[CH:16][N:15]=2)[CH2:10][CH2:9]1)=[O:7])([CH3:4])([CH3:3])[CH3:2]. The yield is 0.929. The product is [C:1]([O:5][C:6]([N:8]1[CH2:13][CH2:12][CH:11]([C:14]2[C:19]([CH:20]3[CH2:21][NH:22][CH2:23]3)=[N:18][CH:17]=[CH:16][N:15]=2)[CH2:10][CH2:9]1)=[O:7])([CH3:4])([CH3:2])[CH3:3].